From a dataset of Forward reaction prediction with 1.9M reactions from USPTO patents (1976-2016). Predict the product of the given reaction. (1) Given the reactants [CH2:1]([N:8]([CH:16]1[CH2:21][CH2:20][C:19](=O)[CH2:18][CH2:17]1)[C:9](=[O:15])[O:10][C:11]([CH3:14])([CH3:13])[CH3:12])[C:2]1[CH:7]=[CH:6][CH:5]=[CH:4][CH:3]=1.[NH2:23][C:24]1[CH:33]=[CH:32][CH:31]=[C:30]2[C:25]=1[C:26]([CH:34]=[CH2:35])=[CH:27][N:28]=[CH:29]2.O.C1(C)C=CC(S(O)(=O)=O)=CC=1.[BH4-].[Na+], predict the reaction product. The product is: [CH2:1]([N:8]([CH:16]1[CH2:21][CH2:20][CH:19]([NH:23][C:24]2[CH:33]=[CH:32][CH:31]=[C:30]3[C:25]=2[C:26]([CH:34]=[CH2:35])=[CH:27][N:28]=[CH:29]3)[CH2:18][CH2:17]1)[C:9](=[O:15])[O:10][C:11]([CH3:14])([CH3:13])[CH3:12])[C:2]1[CH:7]=[CH:6][CH:5]=[CH:4][CH:3]=1. (2) Given the reactants C1(P(C2CCCCC2)C2C=CC=CC=2C2C=CC=CC=2N(C)C)CCCCC1.C(=O)([O-])[O-].[Cs+].[Cs+].[F:35][C:36]([F:49])([F:48])[C:37]1[CH:42]=[CH:41][C:40]([CH:43]2[CH2:47][CH2:46][CH2:45][NH:44]2)=[CH:39][CH:38]=1.Br[C:51]1[CH:56]=[C:55]([CH3:57])[C:54]([NH:58][C:59](=[O:66])[CH2:60][CH:61]2[CH2:65][CH2:64][CH2:63][CH2:62]2)=[C:53]([CH3:67])[CH:52]=1.C(=O)(O)[O-].[Na+], predict the reaction product. The product is: [CH:61]1([CH2:60][C:59]([NH:58][C:54]2[C:53]([CH3:67])=[CH:52][C:51]([N:44]3[CH2:45][CH2:46][CH2:47][CH:43]3[C:40]3[CH:41]=[CH:42][C:37]([C:36]([F:35])([F:48])[F:49])=[CH:38][CH:39]=3)=[CH:56][C:55]=2[CH3:57])=[O:66])[CH2:65][CH2:64][CH2:63][CH2:62]1.